From a dataset of Peptide-MHC class II binding affinity with 134,281 pairs from IEDB. Regression. Given a peptide amino acid sequence and an MHC pseudo amino acid sequence, predict their binding affinity value. This is MHC class II binding data. (1) The peptide sequence is LSYYKLGASQRVGTD. The MHC is DRB1_0101 with pseudo-sequence DRB1_0101. The binding affinity (normalized) is 1.00. (2) The peptide sequence is DGLVRDANNYEQQEQ. The MHC is DRB1_1101 with pseudo-sequence DRB1_1101. The binding affinity (normalized) is 0. (3) The peptide sequence is SGHESDSNSNEGRHHLLVSGAGDGPPL. The MHC is DRB1_0701 with pseudo-sequence DRB1_0701. The binding affinity (normalized) is 0. (4) The binding affinity (normalized) is 0.172. The MHC is HLA-DQA10501-DQB10201 with pseudo-sequence HLA-DQA10501-DQB10201. The peptide sequence is GEIYKRWIILGLNKIVRMY. (5) The peptide sequence is RRGRIGRNPNRDGDS. The MHC is DRB3_0301 with pseudo-sequence DRB3_0301. The binding affinity (normalized) is 0.703. (6) The peptide sequence is ASNPNYLAILVKYVD. The MHC is DRB1_0701 with pseudo-sequence DRB1_0701. The binding affinity (normalized) is 0.788. (7) The peptide sequence is LLVLAGWLFHVRGAR. The MHC is HLA-DQA10601-DQB10402 with pseudo-sequence HLA-DQA10601-DQB10402. The binding affinity (normalized) is 0.655.